From a dataset of Full USPTO retrosynthesis dataset with 1.9M reactions from patents (1976-2016). Predict the reactants needed to synthesize the given product. (1) Given the product [C:1]([C:5]1[N:6]=[C:7]([CH:21]2[CH2:24][CH2:23][CH2:22]2)[CH:8]=[C:9]([N:11]2[CH2:16][CH2:15][N:14]([CH2:17][CH2:18][CH2:19][S:31][C:30]3[N:26]([CH3:25])[N:27]=[N:28][N:29]=3)[CH2:13][CH2:12]2)[N:10]=1)([CH3:4])([CH3:3])[CH3:2], predict the reactants needed to synthesize it. The reactants are: [C:1]([C:5]1[N:10]=[C:9]([N:11]2[CH2:16][CH2:15][N:14]([CH2:17][CH2:18][CH2:19]Cl)[CH2:13][CH2:12]2)[CH:8]=[C:7]([CH:21]2[CH2:24][CH2:23][CH2:22]2)[N:6]=1)([CH3:4])([CH3:3])[CH3:2].[CH3:25][N:26]1[C:30]([SH:31])=[N:29][N:28]=[N:27]1.[OH-].[Li+].[I-].[K+]. (2) Given the product [C:2]([C:1]1[CH:7]=[C:8]([NH2:9])[N:19]([C:14]2[CH:15]=[CH:16][C:17]([CH3:18])=[C:12]([CH3:11])[CH:13]=2)[N:20]=1)([CH3:5])([CH3:4])[CH3:3], predict the reactants needed to synthesize it. The reactants are: [C:1]([CH2:7][C:8]#[N:9])(=O)[C:2]([CH3:5])([CH3:4])[CH3:3].Cl.[CH3:11][C:12]1[CH:13]=[C:14]([NH:19][NH2:20])[CH:15]=[CH:16][C:17]=1[CH3:18].C(N(CC)CC)C.C(=O)([O-])O.[Na+]. (3) Given the product [OH:22][C@H:23]1[CH2:24][CH2:25][CH2:26][CH2:27][C@@H:28]1[NH:84][C:85]([C:58]1[C:62]2=[N:63][CH:64]=[CH:65][CH:66]=[C:61]2[N:60]([CH2:67][C:68]2[CH:69]=[N:70][C:71]([CH3:74])=[CH:72][CH:73]=2)[CH:59]=1)=[O:86], predict the reactants needed to synthesize it. The reactants are: CC1(C)[C:28]2[C:23](=[C:24](P(C3C=CC=CC=3)C3C=CC=CC=3)[CH:25]=[CH:26][CH:27]=2)[O:22]C2C(P(C3C=CC=CC=3)C3C=CC=CC=3)=CC=CC1=2.C([O-])([O-])=O.[Na+].[Na+].N[C@H]1CCCC[C@@H]1O.I[C:58]1[C:62]2=[N:63][CH:64]=[CH:65][CH:66]=[C:61]2[N:60]([CH2:67][C:68]2[CH:69]=[N:70][C:71]([CH3:74])=[CH:72][CH:73]=2)[CH:59]=1.ClC1C=CN=C2C(C(=O)N[C@@H]3CCOC[C@H]3O)=C[N:84]([C:85](OC(C)(C)C)=[O:86])C=12.FC1C=CC(CN2C3C(=NC=CC=3)C(I)=C2)=CC=1.